From a dataset of Drug half-life prediction data from Obach et al.. Regression/Classification. Given a drug SMILES string, predict its absorption, distribution, metabolism, or excretion properties. Task type varies by dataset: regression for continuous measurements (e.g., permeability, clearance, half-life) or binary classification for categorical outcomes (e.g., BBB penetration, CYP inhibition). For this dataset (half_life_obach), we predict log10(half-life) (log10 of half-life in hours). The drug is CN(C)[C@@H]1C(O)=C(C(N)=O)C(=O)[C@@]2(O)C(O)=C3C(=O)c4c(O)ccc(Cl)c4[C@@](C)(O)[C@H]3C[C@@H]12. The log10(half-life) is 0.850.